From a dataset of Forward reaction prediction with 1.9M reactions from USPTO patents (1976-2016). Predict the product of the given reaction. (1) Given the reactants ClC(Cl)(Cl)[C:3]([N:5]=C=O)=[O:4].[NH2:10][C:11]1[N:12]([OH:24])[C:13]2[C:18]([C:19]=1[C:20]([NH2:22])=[O:21])=[CH:17][CH:16]=[C:15]([Br:23])[CH:14]=2.N.CO, predict the reaction product. The product is: [NH2:5][C:3]([NH:10][C:11]1[N:12]([OH:24])[C:13]2[C:18]([C:19]=1[C:20]([NH2:22])=[O:21])=[CH:17][CH:16]=[C:15]([Br:23])[CH:14]=2)=[O:4]. (2) Given the reactants [CH2:1]([O:3][C:4](=[O:19])[C:5](=O)[CH2:6][C:7]1[C:12]([N+:13]([O-])=O)=[CH:11][CH:10]=[C:9]([O:16][CH3:17])[N:8]=1)[CH3:2].[Cl-].[NH4+], predict the reaction product. The product is: [CH2:1]([O:3][C:4]([C:5]1[NH:13][C:12]2[C:7](=[N:8][C:9]([O:16][CH3:17])=[CH:10][CH:11]=2)[CH:6]=1)=[O:19])[CH3:2]. (3) Given the reactants [F:1][C:2]1[CH:3]=[C:4]([CH:43]=[C:44]([F:46])[CH:45]=1)[CH2:5][N:6]1[CH:10]=[C:9]([C:11]2[C:19]3[C:14](=[N:15][CH:16]=[C:17]([C:20]4[CH:21]=[CH:22][C:23]([O:31][CH3:32])=[C:24]([NH:26][S:27]([CH3:30])(=[O:29])=[O:28])[CH:25]=4)[CH:18]=3)[N:13](S(C3C=CC(C)=CC=3)(=O)=O)[CH:12]=2)[CH:8]=[N:7]1.[OH-].[Li+], predict the reaction product. The product is: [F:46][C:44]1[CH:43]=[C:4]([CH:3]=[C:2]([F:1])[CH:45]=1)[CH2:5][N:6]1[CH:10]=[C:9]([C:11]2[C:19]3[C:14](=[N:15][CH:16]=[C:17]([C:20]4[CH:21]=[CH:22][C:23]([O:31][CH3:32])=[C:24]([NH:26][S:27]([CH3:30])(=[O:28])=[O:29])[CH:25]=4)[CH:18]=3)[NH:13][CH:12]=2)[CH:8]=[N:7]1. (4) Given the reactants [Cl:1][C:2]1[C:8]([CH3:9])=[CH:7][CH:6]=[C:5]([Cl:10])[C:3]=1[NH2:4].[NH2:11][C:12]1[NH:16][N:15]=[C:14]([S:17](Cl)(=[O:19])=[O:18])[N:13]=1, predict the reaction product. The product is: [Cl:1][C:2]1[C:8]([CH3:9])=[CH:7][CH:6]=[C:5]([Cl:10])[C:3]=1[NH2:4].[NH2:11][C:12]1[NH:16][N:15]=[C:14]([S:17]([NH:4][C:3]2[C:5]([Cl:10])=[CH:6][CH:7]=[C:8]([CH3:9])[C:2]=2[Cl:1])(=[O:19])=[O:18])[N:13]=1. (5) Given the reactants [CH3:1][C:2]1([CH3:14])[C:6]([CH3:8])([CH3:7])[O:5][B:4]([C:9]2[CH:10]=[N:11][NH:12][CH:13]=2)[O:3]1.[CH:15]1([CH:20]=[CH:21][C:22]#[N:23])[CH2:19][CH2:18][CH2:17][CH2:16]1.N12CCCN=C1CCCCC2, predict the reaction product. The product is: [CH:15]1([CH:20]([N:12]2[CH:13]=[C:9]([B:4]3[O:5][C:6]([CH3:7])([CH3:8])[C:2]([CH3:14])([CH3:1])[O:3]3)[CH:10]=[N:11]2)[CH2:21][C:22]#[N:23])[CH2:19][CH2:18][CH2:17][CH2:16]1. (6) The product is: [CH:36]1([C:39]2[CH:40]=[CH:41][C:42]([C:43]([NH:26][CH2:25][C:3]3[CH:4]=[CH:5][C:6]([C:8]4[CH:13]=[CH:12][N:11]=[C:10]5[NH:14][C:15]([C:17]6[CH:22]=[CH:21][CH:20]=[C:19]([O:23][CH3:24])[CH:18]=6)=[N:16][C:9]=45)=[CH:7][C:2]=3[F:1])=[O:44])=[CH:46][CH:47]=2)[CH2:37][CH2:38]1. Given the reactants [F:1][C:2]1[CH:7]=[C:6]([C:8]2[CH:13]=[CH:12][N:11]=[C:10]3[NH:14][C:15]([C:17]4[CH:22]=[CH:21][CH:20]=[C:19]([O:23][CH3:24])[CH:18]=4)=[N:16][C:9]=23)[CH:5]=[CH:4][C:3]=1[CH2:25][NH2:26].CCN(C(C)C)C(C)C.[CH:36]1([C:39]2[CH:47]=[CH:46][C:42]([C:43](Cl)=[O:44])=[CH:41][CH:40]=2)[CH2:38][CH2:37]1, predict the reaction product. (7) The product is: [NH2:1][C:2]1[C:7]([C:8]([C:10]2[C:15]([O:16][CH3:17])=[CH:14][CH:13]=[C:12]([F:18])[C:11]=2[F:19])=[O:9])=[CH:6][N:5]=[C:4]([NH:20][CH:21]2[CH2:26][CH2:25][N:24]([S:27]([CH2:30][CH2:31][CH2:32][NH:34][C@@H:35]([CH3:38])[CH2:36][OH:37])(=[O:29])=[O:28])[CH2:23][CH2:22]2)[N:3]=1. Given the reactants [NH2:1][C:2]1[C:7]([C:8]([C:10]2[C:15]([O:16][CH3:17])=[CH:14][CH:13]=[C:12]([F:18])[C:11]=2[F:19])=[O:9])=[CH:6][N:5]=[C:4]([NH:20][CH:21]2[CH2:26][CH2:25][N:24]([S:27]([CH2:30][CH2:31][CH2:32]Cl)(=[O:29])=[O:28])[CH2:23][CH2:22]2)[N:3]=1.[NH2:34][C@@H:35]([CH3:38])[CH2:36][OH:37], predict the reaction product. (8) Given the reactants C1(C=CC2C=CC(O)=CC=2)C=C(O)C=C(O)C=1.C1(C=CC2C=CC(O)=CC=2)C=C(O)C=C(O)C=1.[CH3:35][C@H:36]1[O:41][C@@H:40]2[O:42][C@H:43]3[C@H:48]([OH:49])[C@@H:47]([OH:50])[C@@H:46]([O:51][C@H:52]4[C@H:57]([OH:58])[C@@H:56]([OH:59])[C@@H:55]([O:60][C@H:61]5[C@H:66]([OH:67])[C@@H:65]([OH:68])[C@@H:64]([O:69][C@H:70]6[C@H:75]([OH:76])[C@@H:74]([OH:77])[C@@H:73]([O:78][C@H:79]7[C@H:84]([OH:85])[C@@H:83]([OH:86])[C@@H:82]([O:87][C@H:88]8[C@H:94]([OH:95])[C@@H:93]([OH:96])[C@@H:91]([O:92][C@H:37]1[C@H:38]([OH:118])[C@H:39]2[OH:117])[O:90][C@@H:89]8[CH2:97][O:98][CH2:99][CH2:100][CH2:101][CH2:102][S:103]([O-:106])(=[O:105])=[O:104])[O:81][C@@H:80]7[CH2:107][OH:108])[O:72][C@@H:71]6[CH2:109][OH:110])[O:63][C@@H:62]5[CH2:111][OH:112])[O:54][C@@H:53]4[CH2:113][OH:114])[O:45][C@@H:44]3[CH2:115][OH:116].[Na+:119], predict the reaction product. The product is: [CH3:35][C@H:36]1[O:41][C@@H:40]2[O:42][C@H:43]3[C@H:48]([OH:49])[C@@H:47]([OH:50])[C@@H:46]([O:51][C@H:52]4[C@H:57]([OH:58])[C@@H:56]([OH:59])[C@@H:55]([O:60][C@H:61]5[C@H:66]([OH:67])[C@@H:65]([OH:68])[C@@H:64]([O:69][C@H:70]6[C@H:75]([OH:76])[C@@H:74]([OH:77])[C@@H:73]([O:78][C@H:79]7[C@H:84]([OH:85])[C@@H:83]([OH:86])[C@@H:82]([O:87][C@H:88]8[C@H:94]([OH:95])[C@@H:93]([OH:96])[C@@H:91]([O:92][C@H:37]1[C@H:38]([OH:118])[C@H:39]2[OH:117])[O:90][C@@H:89]8[CH2:97][O:98][CH2:99][CH2:100][CH2:101][CH2:102][S:103]([O-:106])(=[O:105])=[O:104])[O:81][C@@H:80]7[CH2:107][OH:108])[O:72][C@@H:71]6[CH2:109][OH:110])[O:63][C@@H:62]5[CH2:111][OH:112])[O:54][C@@H:53]4[CH2:113][OH:114])[O:45][C@@H:44]3[CH2:115][OH:116].[Na+:119]. (9) The product is: [O:26]1[CH2:27][CH2:28][CH2:29][CH2:30][CH:25]1[O:24][C:23]1[CH:31]=[CH:32][C:20]([N:12]2[CH2:11][CH2:10][CH:9]([O:8][C:7]3[CH:15]=[CH:16][C:4]([O:3][C:2]([F:1])([F:17])[F:18])=[CH:5][CH:6]=3)[CH2:14][CH2:13]2)=[CH:21][CH:22]=1. Given the reactants [F:1][C:2]([F:18])([F:17])[O:3][C:4]1[CH:16]=[CH:15][C:7]([O:8][CH:9]2[CH2:14][CH2:13][NH:12][CH2:11][CH2:10]2)=[CH:6][CH:5]=1.Br[C:20]1[CH:32]=[CH:31][C:23]([O:24][CH:25]2[CH2:30][CH2:29][CH2:28][CH2:27][O:26]2)=[CH:22][CH:21]=1.C(=O)([O-])[O-].[Cs+].[Cs+].C(OCC)(=O)C, predict the reaction product.